This data is from Forward reaction prediction with 1.9M reactions from USPTO patents (1976-2016). The task is: Predict the product of the given reaction. (1) Given the reactants [F:1][C:2]1[CH:7]=[C:6]([CH3:8])[CH:5]=[CH:4][C:3]=1[NH:9][C:10]1[CH:18]=[C:17]2[C:13]([C:14]([CH2:19][N:20]([CH3:28])[C:21](=[O:27])[O:22][C:23]([CH3:26])([CH3:25])[CH3:24])=[CH:15][NH:16]2)=[CH:12][CH:11]=1.[H-].[Na+].[C:31]1([S:37](Cl)(=[O:39])=[O:38])[CH:36]=[CH:35][CH:34]=[CH:33][CH:32]=1.[Cl-].[NH4+], predict the reaction product. The product is: [F:1][C:2]1[CH:7]=[C:6]([CH3:8])[CH:5]=[CH:4][C:3]=1[NH:9][C:10]1[CH:18]=[C:17]2[C:13]([C:14]([CH2:19][N:20]([CH3:28])[C:21](=[O:27])[O:22][C:23]([CH3:25])([CH3:24])[CH3:26])=[CH:15][N:16]2[S:37]([C:31]2[CH:36]=[CH:35][CH:34]=[CH:33][CH:32]=2)(=[O:39])=[O:38])=[CH:12][CH:11]=1. (2) Given the reactants C([O:13][S:14]([C:17]1[CH:22]=[CH:21][CH:20]=[CH:19][CH:18]=1)(=[O:16])=[O:15])CCCCCCCCCCC.[CH:23](O[C:27](=[NH:29])[NH2:28])([CH3:25])[CH3:24].[CH:30](O)([CH3:32])[CH3:31], predict the reaction product. The product is: [N:28]#[C:27][NH2:29].[CH2:24]([C:22]1[CH:21]=[CH:20][CH:19]=[CH:18][C:17]=1[S:14]([OH:13])(=[O:15])=[O:16])[CH2:23][CH2:25][CH2:31][CH2:30][CH2:32][CH2:21][CH2:22][CH2:17][CH2:18][CH2:19][CH3:20]. (3) Given the reactants [F:1][C:2]1[CH:7]=[C:6]([O:8][CH3:9])[CH:5]=[CH:4][C:3]=1[C:10]1[C:11]2[N:12]([N:16]=[C:17]([NH:19][C:20]3[CH:25]=[CH:24][C:23]([CH:26]4[CH2:31][CH2:30][NH:29][CH2:28][CH2:27]4)=[CH:22][CH:21]=3)[N:18]=2)[CH:13]=[CH:14][CH:15]=1.Cl[CH2:33][C:34]([N:36]([CH3:38])[CH3:37])=[O:35], predict the reaction product. The product is: [F:1][C:2]1[CH:7]=[C:6]([O:8][CH3:9])[CH:5]=[CH:4][C:3]=1[C:10]1[C:11]2[N:12]([N:16]=[C:17]([NH:19][C:20]3[CH:25]=[CH:24][C:23]([CH:26]4[CH2:27][CH2:28][N:29]([CH2:33][C:34]([N:36]([CH3:38])[CH3:37])=[O:35])[CH2:30][CH2:31]4)=[CH:22][CH:21]=3)[N:18]=2)[CH:13]=[CH:14][CH:15]=1. (4) Given the reactants [Cl:1][C:2]1[CH:3]=[C:4]2[C:8](=[CH:9][CH:10]=1)[NH:7][CH:6]=[C:5]2[CH2:11][CH2:12][NH:13][C:14](=[O:22])[C:15]1[CH:20]=[CH:19][CH:18]=[C:17](I)[CH:16]=1.[C:23]([C:25]1[CH:30]=[CH:29][C:28](B(O)O)=[CH:27][CH:26]=1)#[N:24].C(=O)([O-])[O-].[Na+].[Na+], predict the reaction product. The product is: [Cl:1][C:2]1[CH:3]=[C:4]2[C:8](=[CH:9][CH:10]=1)[NH:7][CH:6]=[C:5]2[CH2:11][CH2:12][NH:13][C:14]([C:15]1[CH:16]=[C:17]([C:28]2[CH:29]=[CH:30][C:25]([C:23]#[N:24])=[CH:26][CH:27]=2)[CH:18]=[CH:19][CH:20]=1)=[O:22].